From a dataset of Full USPTO retrosynthesis dataset with 1.9M reactions from patents (1976-2016). Predict the reactants needed to synthesize the given product. Given the product [C:7]1([CH:2]([NH:1][S:24]([C:17]2[C:18]([Cl:23])=[CH:19][C:20]([Cl:22])=[CH:21][C:16]=2[Cl:15])(=[O:26])=[O:25])[CH2:3][C:4]([OH:6])=[O:5])[CH:12]=[CH:11][CH:10]=[CH:9][CH:8]=1, predict the reactants needed to synthesize it. The reactants are: [NH2:1][CH:2]([C:7]1[CH:12]=[CH:11][CH:10]=[CH:9][CH:8]=1)[CH2:3][C:4]([OH:6])=[O:5].[OH-].[Na+].[Cl:15][C:16]1[CH:21]=[C:20]([Cl:22])[CH:19]=[C:18]([Cl:23])[C:17]=1[S:24](Cl)(=[O:26])=[O:25].